Task: Predict the product of the given reaction.. Dataset: Forward reaction prediction with 1.9M reactions from USPTO patents (1976-2016) (1) Given the reactants [CH2:1]([NH:3][C:4](=[O:39])[NH:5][C:6]1[S:7][C:8]2[C:14]([C:15]3[CH:20]=[CH:19][CH:18]=[CH:17][N:16]=3)=[CH:13][C:12]([C:21]3[CH:22]=[C:23]([N:27]4[CH2:32][CH2:31][C:30]([CH3:38])([C:33]([O:35]CC)=[O:34])[CH2:29][CH2:28]4)[N:24]=[N:25][CH:26]=3)=[CH:11][C:9]=2[N:10]=1)[CH3:2].CC(C)([O-])C.[K+].O, predict the reaction product. The product is: [CH2:1]([NH:3][C:4](=[O:39])[NH:5][C:6]1[S:7][C:8]2[C:14]([C:15]3[CH:20]=[CH:19][CH:18]=[CH:17][N:16]=3)=[CH:13][C:12]([C:21]3[CH:22]=[C:23]([N:27]4[CH2:32][CH2:31][C:30]([CH3:38])([C:33]([OH:35])=[O:34])[CH2:29][CH2:28]4)[N:24]=[N:25][CH:26]=3)=[CH:11][C:9]=2[N:10]=1)[CH3:2]. (2) Given the reactants I[C:2]1[C:7]([O:8][C:9]2[C:18]3[C:13](=[CH:14][C:15]([O:21][CH3:22])=[C:16]([O:19][CH3:20])[CH:17]=3)[N:12]=[CH:11][CH:10]=2)=[CH:6][CH:5]=[C:4]([CH3:23])[N:3]=1.CCCCCC.C([Li])CCC.[CH3:35][C:36]1[N:41]=[C:40]([CH:42]=[O:43])[CH:39]=[CH:38][CH:37]=1.O, predict the reaction product. The product is: [CH3:20][O:19][C:16]1[CH:17]=[C:18]2[C:13](=[CH:14][C:15]=1[O:21][CH3:22])[N:12]=[CH:11][CH:10]=[C:9]2[O:8][C:7]1[C:2]([CH:42]([C:40]2[CH:39]=[CH:38][CH:37]=[C:36]([CH3:35])[N:41]=2)[OH:43])=[N:3][C:4]([CH3:23])=[CH:5][CH:6]=1. (3) Given the reactants [N:1]1([C:7]([C:9]2[CH:14]=[CH:13][C:12]([C@H:15]3[CH2:19][CH2:18][C:17](=O)[CH2:16]3)=[CH:11][CH:10]=2)=[O:8])[CH2:6][CH2:5][O:4][CH2:3][CH2:2]1.Cl.[CH2:22]([O:24][C:25]1[CH:26]=[C:27]([C@H:31]([NH2:33])[CH3:32])[CH:28]=[CH:29][CH:30]=1)[CH3:23], predict the reaction product. The product is: [CH2:22]([O:24][C:25]1[CH:26]=[C:27]([C@H:31]([NH:33][CH:17]2[CH2:18][CH2:19][C@H:15]([C:12]3[CH:13]=[CH:14][C:9]([C:7]([N:1]4[CH2:6][CH2:5][O:4][CH2:3][CH2:2]4)=[O:8])=[CH:10][CH:11]=3)[CH2:16]2)[CH3:32])[CH:28]=[CH:29][CH:30]=1)[CH3:23]. (4) The product is: [OH:35][C:30]1[CH:31]=[CH:32][CH:33]=[CH:34][C:29]=1[S:28][C:2]1[CH:3]=[CH:4][N:5]2[C:10]=1[C:9](=[O:11])[N:8]([C:12]1[CH:17]=[CH:16][CH:15]=[CH:14][CH:13]=1)[C:7]([C@@H:18]([NH:20][C:21](=[O:27])[O:22][C:23]([CH3:26])([CH3:25])[CH3:24])[CH3:19])=[N:6]2. Given the reactants I[C:2]1[CH:3]=[CH:4][N:5]2[C:10]=1[C:9](=[O:11])[N:8]([C:12]1[CH:17]=[CH:16][CH:15]=[CH:14][CH:13]=1)[C:7]([C@@H:18]([NH:20][C:21](=[O:27])[O:22][C:23]([CH3:26])([CH3:25])[CH3:24])[CH3:19])=[N:6]2.[SH:28][C:29]1[CH:34]=[CH:33][CH:32]=[CH:31][C:30]=1[OH:35].C(=O)([O-])[O-].[K+].[K+], predict the reaction product. (5) Given the reactants [CH:1]1([CH:7]([C:13]2[C:21]3[C:16](=[N:17][CH:18]=[CH:19][CH:20]=3)[NH:15][CH:14]=2)[CH2:8][C:9]([NH:11][CH3:12])=O)[CH2:6][CH2:5][CH2:4][CH2:3][CH2:2]1.[H-].[H-].[H-].[H-].[Li+].[Al+3], predict the reaction product. The product is: [CH:1]1([CH:7]([C:13]2[C:21]3[C:16](=[N:17][CH:18]=[CH:19][CH:20]=3)[NH:15][CH:14]=2)[CH2:8][CH2:9][NH:11][CH3:12])[CH2:2][CH2:3][CH2:4][CH2:5][CH2:6]1. (6) Given the reactants N#N.[CH3:3][C@H:4]1[CH2:9][NH:8][CH2:7][C@@H:6]([CH3:10])[NH:5]1.O(C(C)(C)C)[Na].Br[C:18]1[CH:23]=[CH:22][CH:21]=[CH:20][C:19]=1[CH3:24], predict the reaction product. The product is: [CH3:10][C@@H:6]1[NH:5][C@H:4]([CH3:3])[CH2:9][N:8]([C:18]2[CH:23]=[CH:22][CH:21]=[CH:20][C:19]=2[CH3:24])[CH2:7]1.